This data is from Full USPTO retrosynthesis dataset with 1.9M reactions from patents (1976-2016). The task is: Predict the reactants needed to synthesize the given product. (1) Given the product [CH3:22][O:21][C:18]1[CH:17]=[C:13]2[C:12]([C:4]([C:5]3[CH:10]=[CH:9][CH:8]=[CH:7][CH:6]=3)=[N:2][NH:3][C:14]2=[O:15])=[CH:20][CH:19]=1, predict the reactants needed to synthesize it. The reactants are: O.[NH2:2][NH2:3].[C:4]([C:12]1[CH:20]=[CH:19][C:18]([O:21][CH3:22])=[CH:17][C:13]=1[C:14](O)=[O:15])(=O)[C:5]1[CH:10]=[CH:9][CH:8]=[CH:7][CH:6]=1. (2) Given the product [C:1]([NH2:8])(=[O:21])[C:2]1[CH:7]=[CH:6][CH:5]=[CH:4][CH:3]=1, predict the reactants needed to synthesize it. The reactants are: [CH2:1]([N:8]1CCC(N)C1)[C:2]1[CH:7]=[CH:6][CH:5]=[CH:4][CH:3]=1.C([O:21]C1(OC)C=CC(C(O)=O)=CC1OC)C1C=CC=CC=1.C(NC(C)C)(C)C.C[NH3+].F[P-](F)(F)(F)(F)F.N1(OC(N(C)C)=[N+](C)C)C2N=CC=CC=2N=N1.F[P-](F)(F)(F)(F)F. (3) Given the product [O:18]1[C:17]2[CH:21]=[CH:22][C:14]([C:13]3[C:9]([O:8][CH2:7][CH2:6][OH:5])=[N:10][N:11]([CH2:50][C:51]4[CH:52]=[CH:53][CH:54]=[CH:55][CH:56]=4)[C:12]=3[NH:23][S:24]([C:27]3[CH:28]=[CH:29][C:30]([C:33]([CH3:36])([CH3:34])[CH3:35])=[CH:31][CH:32]=3)(=[O:26])=[O:25])=[CH:15][C:16]=2[O:20][CH2:19]1, predict the reactants needed to synthesize it. The reactants are: [Na].C([O:5][CH2:6][CH2:7][O:8][C:9]1[C:13]([C:14]2[CH:22]=[CH:21][C:17]3[O:18][CH2:19][O:20][C:16]=3[CH:15]=2)=[C:12]([N:23](S(C2C=CC(C(C)(C)C)=CC=2)(=O)=O)[S:24]([C:27]2[CH:32]=[CH:31][C:30]([C:33]([CH3:36])([CH3:35])[CH3:34])=[CH:29][CH:28]=2)(=[O:26])=[O:25])[N:11]([CH2:50][C:51]2[CH:56]=[CH:55][CH:54]=[CH:53][CH:52]=2)[N:10]=1)(=O)C.Cl. (4) Given the product [F:43][C:40]1[N:39]=[CH:38][C:37]([N:35]([CH3:36])[C:33]2[N:34]=[C:29]([NH2:28])[N:30]=[C:31]([C:44]3[N:45]=[C:11]([C:8]4[CH:9]=[N:10][C:5]([O:4][CH2:3][C:2]([F:1])([F:15])[F:14])=[CH:6][CH:7]=4)[O:13][N:46]=3)[N:32]=2)=[CH:42][CH:41]=1, predict the reactants needed to synthesize it. The reactants are: [F:1][C:2]([F:15])([F:14])[CH2:3][O:4][C:5]1[N:10]=[CH:9][C:8]([C:11]([OH:13])=O)=[CH:7][CH:6]=1.Cl.CN(C)CCCN=C=NCC.[NH2:28][C:29]1[N:34]=[C:33]([N:35]([C:37]2[CH:38]=[N:39][C:40]([F:43])=[CH:41][CH:42]=2)[CH3:36])[N:32]=[C:31]([C:44](=[N:46]O)[NH2:45])[N:30]=1. (5) Given the product [CH2:21]([O:20][C:17]1[N:16]=[CH:15][C:14]([C:11]2[CH:12]=[CH:13][C:8]3[N:7]=[C:31]([C:32]4[CH:37]=[CH:36][CH:35]=[C:34]([C:38]([F:40])([F:39])[F:41])[CH:33]=4)[CH2:30][C:29](=[O:43])[NH:28][C:9]=3[CH:10]=2)=[CH:19][CH:18]=1)[C:22]1[CH:23]=[CH:24][CH:25]=[CH:26][CH:27]=1, predict the reactants needed to synthesize it. The reactants are: C(OC(=O)[NH:7][C:8]1[CH:13]=[CH:12][C:11]([C:14]2[CH:15]=[N:16][C:17]([O:20][CH2:21][C:22]3[CH:27]=[CH:26][CH:25]=[CH:24][CH:23]=3)=[CH:18][CH:19]=2)=[CH:10][C:9]=1[NH:28][C:29](=[O:43])[CH2:30][C:31](=O)[C:32]1[CH:37]=[CH:36][CH:35]=[C:34]([C:38]([F:41])([F:40])[F:39])[CH:33]=1)(C)(C)C.C(O)(C(F)(F)F)=O. (6) Given the product [CH3:15][N:12]1[C:5]2[N:6]=[C:7]([NH:10][CH3:11])[N:8]=[CH:9][C:4]=2[CH:3]=[C:2]([B:19]2[O:20][C:21]([CH3:23])([CH3:22])[C:17]([CH3:33])([CH3:16])[O:18]2)[C:13]1=[O:14], predict the reactants needed to synthesize it. The reactants are: Br[C:2]1[C:13](=[O:14])[N:12]([CH3:15])[C:5]2[N:6]=[C:7]([NH:10][CH3:11])[N:8]=[CH:9][C:4]=2[CH:3]=1.[CH3:16][C:17]1([CH3:33])[C:21]([CH3:23])([CH3:22])[O:20][B:19]([B:19]2[O:20][C:21]([CH3:23])([CH3:22])[C:17]([CH3:33])([CH3:16])[O:18]2)[O:18]1.C([O-])(=O)C.[K+].CS(C)=O. (7) The reactants are: [CH3:1][CH:2]([CH3:5])[CH2:3][NH2:4].C[Al](C)C.C1(C)C=CC=CC=1.[NH2:17][S:18]([C:21]1[CH:26]=[CH:25][C:24]([N:27]2[C:31]([CH2:32][CH:33]([CH3:35])[CH3:34])=[N:30][C:29]([C:36](OCC)=[O:37])=[N:28]2)=[C:23]([F:41])[CH:22]=1)(=[O:20])=[O:19]. Given the product [NH2:17][S:18]([C:21]1[CH:26]=[CH:25][C:24]([N:27]2[C:31]([CH2:32][CH:33]([CH3:35])[CH3:34])=[N:30][C:29]([C:36]([NH:4][CH2:3][CH:2]([CH3:5])[CH3:1])=[O:37])=[N:28]2)=[C:23]([F:41])[CH:22]=1)(=[O:20])=[O:19], predict the reactants needed to synthesize it.